From a dataset of Catalyst prediction with 721,799 reactions and 888 catalyst types from USPTO. Predict which catalyst facilitates the given reaction. (1) Reactant: [F:1][C:2]1[C:3]([F:26])=[CH:4][C:5]2[N:14]=[C:13]([N:15]3[CH2:20][CH2:19][NH:18][C@@H:17]([CH2:21][CH2:22][O:23][CH3:24])[CH2:16]3)[C:12]3[CH:11]=[CH:10][S:9][C:8]=3[NH:7][C:6]=2[CH:25]=1.C=O.[C:29](O[BH-](OC(=O)C)OC(=O)C)(=O)C.[Na+]. Product: [F:1][C:2]1[C:3]([F:26])=[CH:4][C:5]2[N:14]=[C:13]([N:15]3[CH2:20][CH2:19][N:18]([CH3:29])[C@@H:17]([CH2:21][CH2:22][O:23][CH3:24])[CH2:16]3)[C:12]3[CH:11]=[CH:10][S:9][C:8]=3[NH:7][C:6]=2[CH:25]=1. The catalyst class is: 4. (2) Reactant: FC(F)(F)C(O)=O.C([O:12][C:13](=[O:50])[CH2:14][CH2:15][C:16]1[CH:21]=[CH:20][C:19]([O:22][CH2:23][CH2:24][CH2:25][O:26][C:27]2[CH:32]=[CH:31][C:30]([C:33]3[CH:38]=[CH:37][CH:36]=[CH:35][CH:34]=3)=[CH:29][CH:28]=2)=[CH:18][C:17]=1[CH2:39][O:40][C:41](=[O:49])[NH:42][CH:43]1[CH2:48][CH2:47][CH2:46][CH2:45][CH2:44]1)(C)(C)C. Product: [C:30]1([C:33]2[CH:34]=[CH:35][CH:36]=[CH:37][CH:38]=2)[CH:31]=[CH:32][C:27]([O:26][CH2:25][CH2:24][CH2:23][O:22][C:19]2[CH:20]=[CH:21][C:16]([CH2:15][CH2:14][C:13]([OH:50])=[O:12])=[C:17]([CH2:39][O:40][C:41](=[O:49])[NH:42][CH:43]3[CH2:44][CH2:45][CH2:46][CH2:47][CH2:48]3)[CH:18]=2)=[CH:28][CH:29]=1. The catalyst class is: 2. (3) Reactant: [CH3:1][C:2]1[CH:16]=[CH:15][CH:14]=[CH:13][C:3]=1[C:4]([NH:6][C@@H:7]1[CH2:12][CH2:11][CH2:10][NH:9][CH2:8]1)=[O:5].[CH:17]1[CH:22]=[CH:21][C:20]([CH2:23]Br)=[CH:19][CH:18]=1. Product: [CH2:23]([N:9]1[CH2:10][CH2:11][CH2:12][C@@H:7]([NH:6][C:4](=[O:5])[C:3]2[CH:13]=[CH:14][CH:15]=[CH:16][C:2]=2[CH3:1])[CH2:8]1)[C:20]1[CH:21]=[CH:22][CH:17]=[CH:18][CH:19]=1. The catalyst class is: 2.